Task: Regression. Given a peptide amino acid sequence and an MHC pseudo amino acid sequence, predict their binding affinity value. This is MHC class I binding data.. Dataset: Peptide-MHC class I binding affinity with 185,985 pairs from IEDB/IMGT (1) The peptide sequence is VSYIEFVGW. The MHC is HLA-A02:01 with pseudo-sequence HLA-A02:01. The binding affinity (normalized) is 0.136. (2) The peptide sequence is ATYCYKCSPL. The MHC is HLA-B54:01 with pseudo-sequence HLA-B54:01. The binding affinity (normalized) is 0. (3) The peptide sequence is DIDSPPITAR. The MHC is HLA-B27:05 with pseudo-sequence HLA-B27:05. The binding affinity (normalized) is 0.00802. (4) The peptide sequence is PADDPSRGRL. The MHC is Patr-B0101 with pseudo-sequence Patr-B0101. The binding affinity (normalized) is 0. (5) The MHC is HLA-A02:01 with pseudo-sequence HLA-A02:01. The binding affinity (normalized) is 0.711. The peptide sequence is SLYKGVYEL.